Dataset: Catalyst prediction with 721,799 reactions and 888 catalyst types from USPTO. Task: Predict which catalyst facilitates the given reaction. (1) Reactant: [Br:1][C:2]1[C:10]2[O:9][C:8]([NH:11][CH:12]3[CH2:17][CH2:16][NH:15][CH2:14][CH2:13]3)=[N:7][C:6]=2[CH:5]=[CH:4][CH:3]=1.[CH2:18]([O:20][C:21]1[CH:22]=[C:23]([CH:26]=[C:27]([O:30][CH2:31][CH3:32])[C:28]=1[F:29])[CH:24]=O)[CH3:19].C([BH3-])#N.[Na+].C(N(C(C)C)C(C)C)C. Product: [Br:1][C:2]1[C:10]2[O:9][C:8]([NH:11][CH:12]3[CH2:17][CH2:16][N:15]([CH2:24][C:23]4[CH:26]=[C:27]([O:30][CH2:31][CH3:32])[C:28]([F:29])=[C:21]([O:20][CH2:18][CH3:19])[CH:22]=4)[CH2:14][CH2:13]3)=[N:7][C:6]=2[CH:5]=[CH:4][CH:3]=1. The catalyst class is: 212. (2) Reactant: [CH3:1][C:2]1([CH3:36])[C:10]2[C:5](=[CH:6][C:7]([NH:11][C:12](=[O:28])[C:13]3[CH:18]=[CH:17][CH:16]=[N:15][C:14]=3[NH:19][CH2:20][C:21]3[CH:26]=[CH:25][C:24]([F:27])=[CH:23][CH:22]=3)=[CH:8][CH:9]=2)[N:4]([CH2:29][CH:30]2[CH2:35][CH2:34][NH:33][CH2:32][CH2:31]2)[CH2:3]1.C=O.[BH-](OC(C)=O)(OC(C)=O)O[C:41](C)=O.[Na+]. Product: [CH3:1][C:2]1([CH3:36])[C:10]2[C:5](=[CH:6][C:7]([NH:11][C:12](=[O:28])[C:13]3[CH:18]=[CH:17][CH:16]=[N:15][C:14]=3[NH:19][CH2:20][C:21]3[CH:26]=[CH:25][C:24]([F:27])=[CH:23][CH:22]=3)=[CH:8][CH:9]=2)[N:4]([CH2:29][CH:30]2[CH2:31][CH2:32][N:33]([CH3:41])[CH2:34][CH2:35]2)[CH2:3]1. The catalyst class is: 26. (3) Reactant: [F:1][C:2]1[CH:7]=[CH:6][C:5]([N:8]2[C:12]([C:13]3[CH:18]=[CH:17][CH:16]=[C:15]([C:19]([F:22])([F:21])[F:20])[CH:14]=3)=[CH:11][C:10]([C:23]([O:25]CC)=[O:24])=[N:9]2)=[CH:4][CH:3]=1.[OH-].[Li+]. Product: [F:1][C:2]1[CH:7]=[CH:6][C:5]([N:8]2[C:12]([C:13]3[CH:18]=[CH:17][CH:16]=[C:15]([C:19]([F:22])([F:20])[F:21])[CH:14]=3)=[CH:11][C:10]([C:23]([OH:25])=[O:24])=[N:9]2)=[CH:4][CH:3]=1. The catalyst class is: 38. (4) Reactant: N[C:2]1[C:7]([C:8]#[N:9])=[CH:6][C:5]([Br:10])=[CH:4][N:3]=1.N([O-])=O.[Na+].[ClH:15]. Product: [Br:10][C:5]1[CH:6]=[C:7]([C:8]#[N:9])[C:2]([Cl:15])=[N:3][CH:4]=1. The catalyst class is: 6. (5) Reactant: [F:1][C:2]1[CH:7]=[CH:6][C:5]([N+:8]([O-:10])=[O:9])=[CH:4][C:3]=1[C:11]([CH3:17])([CH2:14][CH:15]=C)[CH:12]=[O:13].[BH4-].[Na+].ClCCl.C[OH:24]. The catalyst class is: 170. Product: [F:1][C:2]1[CH:7]=[CH:6][C:5]([N+:8]([O-:10])=[O:9])=[CH:4][C:3]=1[C:11]([CH3:17])([CH2:14][CH2:15][OH:24])[CH2:12][OH:13]. (6) Reactant: [CH3:1][C:2]1[NH:12][C:5]2[N:6]=[CH:7][CH:8]=[C:9]([C:10]#[N:11])[C:4]=2[CH:3]=1.[NH2:13][OH:14]. Product: [OH:14][NH:13][C:10]([C:9]1[C:4]2[CH:3]=[C:2]([CH3:1])[NH:12][C:5]=2[N:6]=[CH:7][CH:8]=1)=[NH:11]. The catalyst class is: 14. (7) Reactant: [CH2:1]([C:5]([CH2:10][CH:11]([CH3:13])[CH3:12])([CH2:8][OH:9])[CH2:6][OH:7])[CH:2]([CH3:4])[CH3:3].[Li]CCCC.[CH3:19][N:20]([CH3:24])[C:21](Cl)=[O:22].[OH2:25]. Product: [CH3:19][N:20]([CH3:24])[C:21](=[O:22])[O:9][CH2:8][C:5]([CH2:10][CH:11]([CH3:13])[CH3:12])([CH2:1][CH:2]([CH3:4])[CH3:3])[CH2:6][O:7][C:19](=[O:25])[N:20]([CH3:24])[CH3:21]. The catalyst class is: 28. (8) Reactant: C[O:2][C:3]([C:5]1[C:6]([Cl:23])=[C:7]2[CH:12]=[CH:11][N:10]=[CH:9][N:8]2[C:13]=1[NH:14][C:15]1[CH:20]=[CH:19][C:18]([I:21])=[CH:17][C:16]=1[F:22])=[O:4].B(Br)(Br)Br. Product: [Cl:23][C:6]1[C:5]([C:3]([OH:4])=[O:2])=[C:13]([NH:14][C:15]2[CH:20]=[CH:19][C:18]([I:21])=[CH:17][C:16]=2[F:22])[N:8]2[C:7]=1[CH:12]=[CH:11][N:10]=[CH:9]2. The catalyst class is: 2. (9) Product: [CH2:1]([O:8][C:9]1[CH:38]=[CH:37][C:12]2[NH:13][C:14]([C:19]3[C:24](=[O:25])[N:23]([NH:26][CH:27]4[CH2:28][CH2:29][CH2:30][CH2:31][CH2:32]4)[C:22]4[CH:33]=[CH:34][S:35][C:21]=4[C:20]=3[OH:36])=[N:15][S:16](=[O:17])(=[O:18])[C:11]=2[CH:10]=1)[C:2]1[CH:3]=[CH:4][CH:5]=[CH:6][CH:7]=1. Reactant: [CH2:1]([O:8][C:9]1[CH:38]=[CH:37][C:12]2[NH:13][C:14]([C:19]3[C:24](=[O:25])[N:23]([N:26]=[C:27]4[CH2:32][CH2:31][CH2:30][CH2:29][CH2:28]4)[C:22]4[CH:33]=[CH:34][S:35][C:21]=4[C:20]=3[OH:36])=[N:15][S:16](=[O:18])(=[O:17])[C:11]=2[CH:10]=1)[C:2]1[CH:7]=[CH:6][CH:5]=[CH:4][CH:3]=1.CO.[BH4-].[Li+].Cl. The catalyst class is: 30.